This data is from Reaction yield outcomes from USPTO patents with 853,638 reactions. The task is: Predict the reaction yield, written as a fraction of the theoretical maximum amount of product (1.0 means a 100% yield; for example, 0.34 means a 34% yield). (1) The yield is 0.800. The reactants are [N:1]([C@H:4]1[C:12]2[C:7](=[CH:8][C:9]([Br:13])=[CH:10][CH:11]=2)[CH2:6][CH2:5]1)=[N+]=[N-].O.O.Cl[Sn]Cl. The product is [Br:13][C:9]1[CH:8]=[C:7]2[C:12](=[CH:11][CH:10]=1)[C@H:4]([NH2:1])[CH2:5][CH2:6]2. The catalyst is CO. (2) The reactants are [C:1]([C:5]1[CH:10]=[CH:9][C:8]([C:11]2[N:15]=[C:14]([C:16]3[S:17][C:18]([C:27]([F:30])([F:29])[F:28])=[C:19]([C:21]4[CH:26]=[CH:25][CH:24]=[CH:23][CH:22]=4)[CH:20]=3)[O:13][N:12]=2)=[CH:7][CH:6]=1)(OC)=[O:2].CC(C[AlH]CC(C)C)C. The catalyst is C(Cl)Cl. The product is [OH:2][CH2:1][C:5]1[CH:10]=[CH:9][C:8]([C:11]2[N:15]=[C:14]([C:16]3[S:17][C:18]([C:27]([F:30])([F:29])[F:28])=[C:19]([C:21]4[CH:26]=[CH:25][CH:24]=[CH:23][CH:22]=4)[CH:20]=3)[O:13][N:12]=2)=[CH:7][CH:6]=1. The yield is 0.890. (3) The reactants are [CH:1](=O)[CH3:2].[NH:4]1[CH2:9][CH2:8][CH:7]([N:10]2[CH:14]=[C:13]([NH:15][C:16]3[N:21]=[C:20]([CH2:22][CH2:23][C:24]4[CH:29]=[CH:28][CH:27]=[CH:26][C:25]=4[CH:30]([CH3:34])[C:31]([NH2:33])=[O:32])[C:19]([C:35]([F:38])([F:37])[F:36])=[CH:18][N:17]=3)[CH:12]=[N:11]2)[CH2:6][CH2:5]1. The catalyst is CCO. The product is [CH2:1]([N:4]1[CH2:5][CH2:6][CH:7]([N:10]2[CH:14]=[C:13]([NH:15][C:16]3[N:21]=[C:20]([CH2:22][CH2:23][C:24]4[CH:29]=[CH:28][CH:27]=[CH:26][C:25]=4[CH:30]([CH3:34])[C:31]([NH2:33])=[O:32])[C:19]([C:35]([F:37])([F:36])[F:38])=[CH:18][N:17]=3)[CH:12]=[N:11]2)[CH2:8][CH2:9]1)[CH3:2]. The yield is 0.790. (4) The reactants are [C:1]1([CH2:7][CH2:8][N:9]2[C:14](=[O:15])[C:13]3[CH:16]=[CH:17][S:18][C:12]=3[NH:11][C:10]2=[O:19])[CH:6]=[CH:5][CH:4]=[CH:3][CH:2]=1.Br[CH2:21][C:22]1[CH:27]=[CH:26][C:25]([C:28]2[CH:33]=[CH:32][CH:31]=[CH:30][C:29]=2[C:34]2[N:38]=[C:37](C(Cl)(Cl)Cl)[O:36][N:35]=2)=[CH:24][CH:23]=1.C(=O)([O-])[O-:44].[K+].[K+].CN(C)C=O. The catalyst is C(OCC)(=O)C. The product is [O:44]=[C:37]1[O:36][N:35]=[C:34]([C:29]2[CH:30]=[CH:31][CH:32]=[CH:33][C:28]=2[C:25]2[CH:26]=[CH:27][C:22]([CH2:21][N:11]3[C:12]4[S:18][CH:17]=[CH:16][C:13]=4[C:14](=[O:15])[N:9]([CH2:8][CH2:7][C:1]4[CH:6]=[CH:5][CH:4]=[CH:3][CH:2]=4)[C:10]3=[O:19])=[CH:23][CH:24]=2)[NH:38]1. The yield is 0.100. (5) The reactants are [F:1][C:2]1[C:11]([CH2:12][C:13]([O:15][CH3:16])=[O:14])=[C:10]2[C:5]([CH:6]=[CH:7][C:8](=[O:17])[NH:9]2)=[CH:4][CH:3]=1.[C:18](#N)C.C(N(CC)CC)C.C[Si](C=[N+]=[N-])(C)C. The catalyst is CO. The product is [CH3:16][O:15][C:13](=[O:14])[CH2:12][C:11]1[C:2]([F:1])=[CH:3][CH:4]=[C:5]2[C:10]=1[N:9]=[C:8]([O:17][CH3:18])[CH:7]=[CH:6]2. The yield is 0.810. (6) The reactants are [I-].[C:9]1([I+][C:9]2[CH:14]=[CH:13][CH:12]=[CH:11][CH:10]=2)[CH:14]=[CH:13][CH:12]=[CH:11][CH:10]=1.[OH:15][C:16]1[CH:17]=[N:18][C:19]([CH3:22])=[CH:20][CH:21]=1.CC(C)([O-])C.[K+].O1CCCC1. The catalyst is O. The product is [CH3:22][C:19]1[CH:20]=[CH:21][C:16]([O:15][C:9]2[CH:10]=[CH:11][CH:12]=[CH:13][CH:14]=2)=[CH:17][N:18]=1. The yield is 0.560. (7) The reactants are [C:1]([O:5][C:6]([N:8]1[CH2:12][CH2:11][CH2:10][C@H:9]1[CH2:13][N:14]1[C:18]2[N:19]=[CH:20][N:21]=[C:22]([NH2:23])[C:17]=2[C:16](I)=[CH:15]1)=[O:7])([CH3:4])([CH3:3])[CH3:2].[O:25]([C:32]1[CH:37]=[CH:36][C:35](B(O)O)=[CH:34][CH:33]=1)[C:26]1[CH:31]=[CH:30][CH:29]=[CH:28][CH:27]=1.C([O-])([O-])=O.[Na+].[Na+]. The catalyst is O1CCOCC1.O.C1C=CC([P]([Pd]([P](C2C=CC=CC=2)(C2C=CC=CC=2)C2C=CC=CC=2)([P](C2C=CC=CC=2)(C2C=CC=CC=2)C2C=CC=CC=2)[P](C2C=CC=CC=2)(C2C=CC=CC=2)C2C=CC=CC=2)(C2C=CC=CC=2)C2C=CC=CC=2)=CC=1. The product is [C:1]([O:5][C:6]([N:8]1[CH2:12][CH2:11][CH2:10][C@H:9]1[CH2:13][N:14]1[C:18]2[N:19]=[CH:20][N:21]=[C:22]([NH2:23])[C:17]=2[C:16]([C:35]2[CH:36]=[CH:37][C:32]([O:25][C:26]3[CH:31]=[CH:30][CH:29]=[CH:28][CH:27]=3)=[CH:33][CH:34]=2)=[CH:15]1)=[O:7])([CH3:4])([CH3:3])[CH3:2]. The yield is 0.910.